This data is from Forward reaction prediction with 1.9M reactions from USPTO patents (1976-2016). The task is: Predict the product of the given reaction. (1) The product is: [F:8][C:7]1[C:2]([F:1])=[C:3]2[C:4]([N:9]=[CH:13][C:12](=[O:11])[NH:10]2)=[CH:5][CH:6]=1. Given the reactants [F:1][C:2]1[C:7]([F:8])=[CH:6][CH:5]=[C:4]([NH2:9])[C:3]=1[NH2:10].[O:11]=[CH:12][C:13](OCC)=O.FC1C=C2C(=CC=1F)NC(=O)C=N2.FC1C(F)=CC=C2C=1N=CC(=O)N2, predict the reaction product. (2) Given the reactants [CH3:1][N:2]1[CH2:7][CH:6]=[C:5]([C:8]2[C:16]3[C:11](=[CH:12][CH:13]=[C:14]([C:17]#[N:18])[CH:15]=3)[NH:10][CH:9]=2)[CH2:4][CH2:3]1.[C:19]1([S:25](Cl)(=[O:27])=[O:26])[CH:24]=[CH:23][CH:22]=[CH:21][CH:20]=1, predict the reaction product. The product is: [CH3:1][N:2]1[CH2:3][CH:4]=[C:5]([C:8]2[C:16]3[C:11](=[CH:12][CH:13]=[C:14]([C:17]#[N:18])[CH:15]=3)[N:10]([S:25]([C:19]3[CH:24]=[CH:23][CH:22]=[CH:21][CH:20]=3)(=[O:27])=[O:26])[CH:9]=2)[CH2:6][CH2:7]1. (3) Given the reactants [OH:1][C:2]1[CH:7]=[C:6](O)[CH:5]=[CH:4][N:3]=1.[F:9][C:10]1[CH:15]=[CH:14][C:13]([NH:16]N)=[CH:12][CH:11]=1.C(O)(C)C.C1(C)C=CC=CC=1, predict the reaction product. The product is: [F:9][C:10]1[CH:15]=[CH:14][C:13]2[NH:16][C:6]3[CH:5]=[CH:4][NH:3][C:2](=[O:1])[C:7]=3[C:12]=2[CH:11]=1. (4) Given the reactants [Br:1][C:2]1[CH:3]=[CH:4][C:5]([SH:10])=[C:6]([CH2:8][OH:9])[CH:7]=1.O.[OH-].[K+].Br[C:15](P(=O)(OCC)OCC)([F:17])[F:16], predict the reaction product. The product is: [Br:1][C:2]1[CH:3]=[CH:4][C:5]([S:10][CH:15]([F:17])[F:16])=[C:6]([CH2:8][OH:9])[CH:7]=1. (5) The product is: [F:30][C:27]1[CH:26]=[CH:25][C:24]([C:16]2[C:17]([C:18]3[CH:19]=[CH:20][N:21]=[CH:22][CH:23]=3)=[C:16]([C:24]3[CH:29]=[CH:28][C:27]([F:30])=[CH:26][CH:25]=3)[N:3]3[N:4]=[C:5]([CH3:7])[CH:6]=[C:2]3[N:1]=2)=[CH:29][CH:28]=1. Given the reactants [NH2:1][C:2]1[NH:3][N:4]=[C:5]([CH3:7])[CH:6]=1.FC1C=CC(C(O[C:16]([C:24]2[CH:29]=[CH:28][C:27]([F:30])=[CH:26][CH:25]=2)=[CH:17][C:18]2[CH:23]=[CH:22][N:21]=[CH:20][CH:19]=2)=O)=CC=1, predict the reaction product. (6) The product is: [CH3:1][O:2][C:3]1[CH:4]=[C:5]([OH:15])[CH:7]=[C:8]([C:10]([F:13])([F:12])[F:11])[CH:9]=1. Given the reactants [CH3:1][O:2][C:3]1[CH:4]=[C:5]([CH:7]=[C:8]([C:10]([F:13])([F:12])[F:11])[CH:9]=1)N.N([O-])=[O:15].[Na+].O, predict the reaction product. (7) Given the reactants Br[CH:2]1[C:10]2([CH2:15][CH2:14][N:13]([C:16]([O:18][CH2:19][C:20]3[CH:25]=[CH:24][CH:23]=[CH:22][CH:21]=3)=[O:17])[CH2:12][CH2:11]2)[CH2:9][C:8]2[CH:7]=[N:6][N:5]([C:26]([CH3:29])([CH3:28])[CH3:27])[C:4]=2[C:3]1=[O:30].[Cl-].[NH4+], predict the reaction product. The product is: [C:26]([N:5]1[C:4]2[C:3](=[O:30])[CH2:2][C:10]3([CH2:11][CH2:12][N:13]([C:16]([O:18][CH2:19][C:20]4[CH:21]=[CH:22][CH:23]=[CH:24][CH:25]=4)=[O:17])[CH2:14][CH2:15]3)[CH2:9][C:8]=2[CH:7]=[N:6]1)([CH3:29])([CH3:27])[CH3:28]. (8) Given the reactants [NH2:1][C:2](=[S:33])[CH2:3][CH2:4][C@@H:5]([NH:25][C:26](=[O:32])[O:27][C:28]([CH3:31])([CH3:30])[CH3:29])[C@@H:6]([O:17][Si:18]([C:21]([CH3:24])([CH3:23])[CH3:22])([CH3:20])[CH3:19])[C:7]1[CH:12]=[CH:11][C:10]([C:13]([F:16])([F:15])[F:14])=[CH:9][CH:8]=1.Cl[CH2:35][CH:36]=O, predict the reaction product. The product is: [Si:18]([O:17][C@@H:6]([C:7]1[CH:12]=[CH:11][C:10]([C:13]([F:14])([F:16])[F:15])=[CH:9][CH:8]=1)[C@H:5]([NH:25][C:26](=[O:32])[O:27][C:28]([CH3:31])([CH3:30])[CH3:29])[CH2:4][CH2:3][C:2]1[S:33][CH:35]=[CH:36][N:1]=1)([C:21]([CH3:24])([CH3:22])[CH3:23])([CH3:19])[CH3:20]. (9) Given the reactants [I:1][C:2]1[CH:7]=[CH:6][C:5]([NH:8][C:9]2[N:14]=[CH:13][CH:12]=[CH:11][N:10]=2)=[CH:4][CH:3]=1.[H-].[Na+].I[CH:18]([CH3:20])[CH3:19].O, predict the reaction product. The product is: [I:1][C:2]1[CH:3]=[CH:4][C:5]([N:8]([CH:18]([CH3:20])[CH3:19])[C:9]2[N:10]=[CH:11][CH:12]=[CH:13][N:14]=2)=[CH:6][CH:7]=1. (10) Given the reactants [NH2:1][C@H:2]1[C@@H:6]([CH2:7][F:8])[CH2:5][N:4]([C:9]([O:11][CH2:12][C:13]2[CH:18]=[CH:17][CH:16]=[CH:15][CH:14]=2)=[O:10])[CH2:3]1.C(O)(C(F)(F)F)=O.[Br:26][C:27]1[N:28]=[C:29]2[C:34](Cl)=[C:33]([C:36]([NH2:38])=[O:37])[CH:32]=[N:31][N:30]2[CH:39]=1.CCN(C(C)C)C(C)C, predict the reaction product. The product is: [Br:26][C:27]1[N:28]=[C:29]2[C:34]([NH:1][C@H:2]3[C@@H:6]([CH2:7][F:8])[CH2:5][N:4]([C:9]([O:11][CH2:12][C:13]4[CH:18]=[CH:17][CH:16]=[CH:15][CH:14]=4)=[O:10])[CH2:3]3)=[C:33]([C:36](=[O:37])[NH2:38])[CH:32]=[N:31][N:30]2[CH:39]=1.